Dataset: Forward reaction prediction with 1.9M reactions from USPTO patents (1976-2016). Task: Predict the product of the given reaction. (1) Given the reactants [CH3:1][C:2]([CH3:7])=[CH:3][C:4](Cl)=[O:5].[Br:8][C:9]1[CH:16]=[CH:15][C:12]([NH:13][CH3:14])=[CH:11][CH:10]=1.C(N(CC)CC)C, predict the reaction product. The product is: [Br:8][C:9]1[CH:16]=[CH:15][C:12]([N:13]([CH3:14])[C:4](=[O:5])[CH:3]=[C:2]([CH3:7])[CH3:1])=[CH:11][CH:10]=1. (2) Given the reactants Cl[C:2]1[CH:3]=[C:4]([CH:26]=[C:27]([N:29]2[CH2:34][CH2:33][CH:32]([OH:35])[CH2:31][CH2:30]2)[N:28]=1)[C:5]([N:7]1[CH2:12][CH2:11][CH:10]([N:13]2[CH2:25][CH2:24][CH2:23][C:15]3([C:19](=[O:20])[O:18][C:17]([CH3:22])([CH3:21])[CH2:16]3)[CH2:14]2)[CH2:9][CH2:8]1)=[O:6].[N:36]1[CH:41]=[CH:40][CH:39]=[C:38](B(O)O)[CH:37]=1.C(OC(C)C)(C)C, predict the reaction product. The product is: [OH:35][CH:32]1[CH2:31][CH2:30][N:29]([C:27]2[N:28]=[C:2]([C:38]3[CH:37]=[N:36][CH:41]=[CH:40][CH:39]=3)[CH:3]=[C:4]([C:5]([N:7]3[CH2:12][CH2:11][CH:10]([N:13]4[CH2:25][CH2:24][CH2:23][C:15]5([C:19](=[O:20])[O:18][C:17]([CH3:21])([CH3:22])[CH2:16]5)[CH2:14]4)[CH2:9][CH2:8]3)=[O:6])[CH:26]=2)[CH2:34][CH2:33]1. (3) The product is: [OH:15][CH:13]([C:3]1[O:4][C:5](=[O:12])[C:6]2[C:11]([C:2]=1[C:30]#[C:29][CH2:28][N:17]([CH3:16])[C:18](=[O:27])[O:19][CH2:20][C:21]1[CH:22]=[CH:23][CH:24]=[CH:25][CH:26]=1)=[CH:10][CH:9]=[CH:8][CH:7]=2)[CH3:14]. Given the reactants Br[C:2]1[C:11]2[C:6](=[CH:7][CH:8]=[CH:9][CH:10]=2)[C:5](=[O:12])[O:4][C:3]=1[CH:13]([OH:15])[CH3:14].[CH3:16][N:17]([CH2:28][C:29]#[CH:30])[C:18](=[O:27])[O:19][CH2:20][C:21]1[CH:26]=[CH:25][CH:24]=[CH:23][CH:22]=1.C(N(CC)CC)C.CCCCCCC, predict the reaction product. (4) Given the reactants [CH3:1][O:2][C:3]1[CH:4]=[C:5]2[C:10](=[CH:11][CH:12]=1)[C:9]([NH:13][CH2:14]CO)=[N:8][C:7]([CH3:17])=[C:6]2[C:18]1[CH:23]=[CH:22][CH:21]=[CH:20][CH:19]=1.[CH3:24][O:25][CH2:26][CH2:27]CN, predict the reaction product. The product is: [CH3:1][O:2][C:3]1[CH:4]=[C:5]2[C:10](=[CH:11][CH:12]=1)[C:9]([NH:13][CH2:14][CH2:27][CH2:26][O:25][CH3:24])=[N:8][C:7]([CH3:17])=[C:6]2[C:18]1[CH:19]=[CH:20][CH:21]=[CH:22][CH:23]=1. (5) Given the reactants [CH:1]([O:4][C:5]([N:7]1[CH2:13][CH2:12][CH2:11][CH:10]([N:14]([C:30](=[O:32])[CH3:31])[CH2:15][C:16]2[CH:21]=[C:20]([C:22]([F:25])([F:24])[F:23])[CH:19]=[C:18]([C:26]([F:29])([F:28])[F:27])[CH:17]=2)[C:9]2[CH:33]=[C:34](Br)[C:35]([Cl:37])=[CH:36][C:8]1=2)=[O:6])([CH3:3])[CH3:2].C(P(C(C)(C)C)C1C=CC=CC=1C1C(C(C)C)=CC(C(C)C)=CC=1C(C)C)(C)(C)C.[C:69](=O)([O-])[O-:70].[Cs+].[Cs+].CO, predict the reaction product. The product is: [C:30]([N:14]([CH2:15][C:16]1[CH:21]=[C:20]([C:22]([F:25])([F:24])[F:23])[CH:19]=[C:18]([C:26]([F:29])([F:28])[F:27])[CH:17]=1)[CH:10]1[CH2:11][CH2:12][CH2:13][N:7]([C:5]([O:4][CH:1]([CH3:3])[CH3:2])=[O:6])[C:8]2[CH:36]=[C:35]([Cl:37])[C:34]([O:70][CH3:69])=[CH:33][C:9]1=2)(=[O:32])[CH3:31]. (6) Given the reactants [Cl:1][C:2]1[CH:3]=[C:4](B2OC(C)(C)C(C)(C)O2)[CH:5]=[CH:6][C:7]=1[O:8][C:9]1[CH:14]=[CH:13][CH:12]=[CH:11][CH:10]=1.ClC1C2C(I)=CN([C@H]3CC[C@H](N4CCN(C)CC4)CC3)C=2N=CN=1.[NH2:48][C:49]1[C:50]2[C:57](C3C=CC(OC4C=CC=CC=4)=C(C=3)C#N)=[CH:56][N:55]([C@H:73]3[CH2:78][CH2:77][C@H:76]([N:79]4[CH2:84][CH2:83][N:82]([CH3:85])[CH2:81][CH2:80]4)[CH2:75][CH2:74]3)[C:51]=2[N:52]=[CH:53][N:54]=1.CO[C@@H]1[C@@H](C(OC)=O)[C@@H]2[C@@H](CN3[C@H](C2)C2NC4C=C(OC)C=CC=4C=2CC3)C[C@H]1OC(C1C=C(OC)C(OC)=C(OC)C=1)=O, predict the reaction product. The product is: [Cl:1][C:2]1[CH:3]=[C:4]([C:57]2[C:50]3[C:49]([NH2:48])=[N:54][CH:53]=[N:52][C:51]=3[N:55]([C@H:73]3[CH2:78][CH2:77][C@H:76]([N:79]4[CH2:84][CH2:83][N:82]([CH3:85])[CH2:81][CH2:80]4)[CH2:75][CH2:74]3)[CH:56]=2)[CH:5]=[CH:6][C:7]=1[O:8][C:9]1[CH:10]=[CH:11][CH:12]=[CH:13][CH:14]=1. (7) Given the reactants [F:1][C:2]1([C:26]([F:29])([F:28])[F:27])[C:10]2[C:5](=[CH:6][CH:7]=[C:8]([N:11]3[CH:16]=[C:15]([C:17]([O:19][CH2:20][CH3:21])=[O:18])[C:14](=[O:22])[NH:13][C:12]3=[O:23])[CH:9]=2)[N:4]([CH3:24])[C:3]1=[O:25].Br[CH2:31][C:32]1[CH:37]=[CH:36][CH:35]=[C:34]([C:38]([F:41])([F:40])[F:39])[C:33]=1[CH3:42], predict the reaction product. The product is: [F:1][C:2]1([C:26]([F:27])([F:28])[F:29])[C:10]2[C:5](=[CH:6][CH:7]=[C:8]([N:11]3[CH:16]=[C:15]([C:17]([O:19][CH2:20][CH3:21])=[O:18])[C:14](=[O:22])[N:13]([CH2:31][C:32]4[CH:37]=[CH:36][CH:35]=[C:34]([C:38]([F:39])([F:40])[F:41])[C:33]=4[CH3:42])[C:12]3=[O:23])[CH:9]=2)[N:4]([CH3:24])[C:3]1=[O:25]. (8) Given the reactants Br[C:2]1[CH:3]=[C:4]([C:8]([OH:10])=O)[S:5][C:6]=1Br.[NH2:11][CH:12]([C:22]1[CH:27]=[CH:26][CH:25]=[CH:24][C:23]=1[C:28]([F:31])([F:30])[F:29])[CH2:13][NH:14]C(=O)OC(C)(C)C.[NH2:32][CH:33](CC1C=CC=CC=1)[CH2:34][CH2:35][NH:36][C:37](=O)OC(C)(C)C, predict the reaction product. The product is: [NH2:14][CH2:13][CH:12]([NH:11][C:8]([C:4]1[S:5][CH:6]=[C:2]([C:35]2[N:36]([CH3:37])[N:32]=[CH:33][CH:34]=2)[CH:3]=1)=[O:10])[C:22]1[CH:27]=[CH:26][CH:25]=[CH:24][C:23]=1[C:28]([F:29])([F:30])[F:31].